Dataset: Catalyst prediction with 721,799 reactions and 888 catalyst types from USPTO. Task: Predict which catalyst facilitates the given reaction. (1) Reactant: [C:1]([O:5][C:6]([N:8]1[CH2:12][C@H:11]([OH:13])[CH2:10][C@H:9]1[C:14]([O:16][CH3:17])=[O:15])=[O:7])([CH3:4])([CH3:3])[CH3:2].CCN(C(C)C)C(C)C.[C:27]1([CH3:37])[CH:32]=[CH:31][C:30]([S:33](Cl)(=[O:35])=[O:34])=[CH:29][CH:28]=1. Product: [CH3:17][O:16][C:14]([C@@H:9]1[CH2:10][C@@H:11]([O:13][S:33]([C:30]2[CH:31]=[CH:32][C:27]([CH3:37])=[CH:28][CH:29]=2)(=[O:35])=[O:34])[CH2:12][N:8]1[C:6]([O:5][C:1]([CH3:4])([CH3:3])[CH3:2])=[O:7])=[O:15]. The catalyst class is: 172. (2) Reactant: [OH-].[Na+].[O:3]1[C:8]2[CH:9]=[CH:10][C:11]([C:13]3[C:22]([N:23]4[C:32]5[C:27](=[CH:28][CH:29]=[CH:30][CH:31]=5)[CH2:26][CH2:25][CH2:24]4)=[N:21][C:20]4[C:15](=[CH:16][CH:17]=[C:18]([C:33]([O:35]C)=[O:34])[CH:19]=4)[N:14]=3)=[CH:12][C:7]=2[O:6][CH2:5][CH2:4]1. Product: [O:3]1[C:8]2[CH:9]=[CH:10][C:11]([C:13]3[C:22]([N:23]4[C:32]5[C:27](=[CH:28][CH:29]=[CH:30][CH:31]=5)[CH2:26][CH2:25][CH2:24]4)=[N:21][C:20]4[C:15](=[CH:16][CH:17]=[C:18]([C:33]([OH:35])=[O:34])[CH:19]=4)[N:14]=3)=[CH:12][C:7]=2[O:6][CH2:5][CH2:4]1. The catalyst class is: 24. (3) Reactant: [C:1]([C:7]([O:9][CH3:10])=[O:8])#[C:2][C:3](OC)=[O:4].[Cl:11][C:12]1[CH:18]=[CH:17][C:15]([NH2:16])=[CH:14][CH:13]=1. Product: [Cl:11][C:12]1[CH:13]=[C:14]2[C:15](=[CH:17][CH:18]=1)[NH:16][C:1]([C:7]([O:9][CH3:10])=[O:8])=[CH:2][C:3]2=[O:4]. The catalyst class is: 5. (4) Product: [C:31]([C:26]1[CH:27]=[C:28]2[C:23](=[C:24]([F:35])[CH:25]=1)[C:22](=[O:36])[N:21]([C:7]1[CH:8]=[CH:9][CH:10]=[C:11]([C:38]3[CH:39]=[C:40]([NH:46][C:47]4[CH:51]=[CH:50][N:49]([CH2:52][C:53]([OH:56])([CH3:54])[CH3:55])[N:48]=4)[C:41](=[O:45])[N:42]([CH3:44])[N:43]=3)[C:6]=1[CH2:5][OH:4])[N:30]=[CH:29]2)([CH3:32])([CH3:33])[CH3:34]. The catalyst class is: 729. Reactant: C([O:4][CH2:5][C:6]1[C:11](B2OC(C)(C)C(C)(C)O2)=[CH:10][CH:9]=[CH:8][C:7]=1[N:21]1[N:30]=[CH:29][C:28]2[C:23](=[C:24]([F:35])[CH:25]=[C:26]([C:31]([CH3:34])([CH3:33])[CH3:32])[CH:27]=2)[C:22]1=[O:36])(=O)C.Cl[C:38]1[CH:39]=[C:40]([NH:46][C:47]2[CH:51]=[CH:50][N:49]([CH2:52][C:53]([OH:56])([CH3:55])[CH3:54])[N:48]=2)[C:41](=[O:45])[N:42]([CH3:44])[N:43]=1.P([O-])([O-])([O-])=O.[K+].[K+].[K+].C1(P(C2CCCCC2)C2C=CC=CC=2C2C(C(C)C)=CC(C(C)C)=CC=2C(C)C)CCCCC1.[Cl-].[NH4+].